Dataset: Full USPTO retrosynthesis dataset with 1.9M reactions from patents (1976-2016). Task: Predict the reactants needed to synthesize the given product. (1) The reactants are: [N:1]1([CH2:7][C:8]([OH:10])=O)[CH2:6][CH2:5][CH2:4][CH2:3][CH2:2]1.C(N(C(C)C)C(C)C)C.CN(C(ON1N=NC2C=CC=NC1=2)=[N+](C)C)C.F[P-](F)(F)(F)(F)F.[NH2:44][C@@H:45]1[CH2:50][CH2:49][C@H:48]([N:51]2[C:56](=[O:57])[C:55]3[CH:58]=[C:59]([F:62])[CH:60]=[N:61][C:54]=3[N:53]([C:63]3[CH:64]=[C:65]([C:69]4[CH:74]=[CH:73][C:72]([OH:75])=[CH:71][C:70]=4[CH2:76][N:77]4[CH2:82][CH2:81][O:80][CH2:79][CH2:78]4)[CH:66]=[CH:67][CH:68]=3)[C:52]2=[O:83])[CH2:47][CH2:46]1. Given the product [F:62][C:59]1[CH:60]=[N:61][C:54]2[N:53]([C:63]3[CH:64]=[C:65]([C:69]4[CH:74]=[CH:73][C:72]([OH:75])=[CH:71][C:70]=4[CH2:76][N:77]4[CH2:78][CH2:79][O:80][CH2:81][CH2:82]4)[CH:66]=[CH:67][CH:68]=3)[C:52](=[O:83])[N:51]([C@@H:48]3[CH2:47][CH2:46][C@H:45]([NH:44][C:8](=[O:10])[CH2:7][N:1]4[CH2:2][CH2:3][CH2:4][CH2:5][CH2:6]4)[CH2:50][CH2:49]3)[C:56](=[O:57])[C:55]=2[CH:58]=1, predict the reactants needed to synthesize it. (2) Given the product [F:24][C:23]([F:26])([F:25])[C:9]1[CH:10]=[C:11]([C:13]2[CH:18]=[CH:17][CH:16]=[C:15]([C:19]([F:22])([F:21])[F:20])[CH:14]=2)[N:12]=[C:7]([N:5]2[CH:6]=[C:2]([C:31]3[CH:30]=[N:29][C:28]([NH2:27])=[N:33][CH:32]=3)[N:3]=[CH:4]2)[N:8]=1, predict the reactants needed to synthesize it. The reactants are: Br[C:2]1[N:3]=[CH:4][N:5]([C:7]2[N:12]=[C:11]([C:13]3[CH:18]=[CH:17][CH:16]=[C:15]([C:19]([F:22])([F:21])[F:20])[CH:14]=3)[CH:10]=[C:9]([C:23]([F:26])([F:25])[F:24])[N:8]=2)[CH:6]=1.[NH2:27][C:28]1[N:33]=[CH:32][C:31](B2OC(C)(C)C(C)(C)O2)=[CH:30][N:29]=1. (3) Given the product [ClH:45].[NH2:7][CH2:8][C:9]1[CH:14]=[CH:13][C:12]([O:15][CH2:16][C:17]([N:18]([CH3:20])[CH3:19])=[O:21])=[C:11]([CH:22]2[CH2:23][CH2:24][N:25]([C:28]([C:30]3[C:38]4[C:33](=[C:34]([CH3:39])[CH:35]=[CH:36][CH:37]=4)[N:32]([CH2:40][CH2:41][O:42][CH3:43])[CH:31]=3)=[O:29])[CH2:26][CH2:27]2)[CH:10]=1, predict the reactants needed to synthesize it. The reactants are: C(OC(=O)[NH:7][CH2:8][C:9]1[CH:14]=[CH:13][C:12]([O:15][CH2:16][C:17](=[O:21])[N:18]([CH3:20])[CH3:19])=[C:11]([CH:22]2[CH2:27][CH2:26][N:25]([C:28]([C:30]3[C:38]4[C:33](=[C:34]([CH3:39])[CH:35]=[CH:36][CH:37]=4)[N:32]([CH2:40][CH2:41][O:42][CH3:43])[CH:31]=3)=[O:29])[CH2:24][CH2:23]2)[CH:10]=1)(C)(C)C.[ClH:45]. (4) Given the product [OH:18][N:19]=[CH:1][C:3]1[CH:15]=[CH:14][C:6]([C:7]([NH:9][CH:10]=[N:11][O:12][CH3:13])=[O:8])=[C:5]([CH3:16])[CH:4]=1, predict the reactants needed to synthesize it. The reactants are: [CH:1]([C:3]1[CH:15]=[CH:14][C:6]([C:7]([NH:9][CH:10]=[N:11][O:12][CH3:13])=[O:8])=[C:5]([CH3:16])[CH:4]=1)=O.Cl.[OH:18][NH2:19]. (5) Given the product [CH:1]1[CH:6]=[N:5][CH:4]=[C:3]([CH2:7][C:8]([P:10]([O-:12])([OH:13])=[O:11])([P:14]([OH:17])([OH:16])=[O:15])[OH:9])[CH:2]=1.[Na+:20], predict the reactants needed to synthesize it. The reactants are: [CH:1]1[CH:6]=[N:5][CH:4]=[C:3]([CH2:7][C:8]([P:14]([OH:17])([OH:16])=[O:15])([P:10]([OH:13])([OH:12])=[O:11])[OH:9])[CH:2]=1.O.[OH-].[Na+:20]. (6) Given the product [C:20]([O:19][C:17](=[O:18])[NH:12][CH2:13][C:14](=[O:15])[NH:11][CH2:10][CH2:9][CH2:8][CH2:7][C:1]1[CH:6]=[CH:5][CH:4]=[CH:3][CH:2]=1)([CH3:23])([CH3:21])[CH3:22], predict the reactants needed to synthesize it. The reactants are: [C:1]1([CH2:7][CH2:8][CH2:9][CH2:10][NH2:11])[CH:6]=[CH:5][CH:4]=[CH:3][CH:2]=1.[NH:12]([C:17]([O:19][C:20]([CH3:23])([CH3:22])[CH3:21])=[O:18])[CH2:13][C:14](O)=[O:15]. (7) Given the product [CH3:1][O:2][C:3]([C@@H:5]([N:13]1[CH2:21][C:17]2[CH:18]=[CH:19][S:20][C:16]=2[CH2:15][CH2:14]1)[C:6]1[C:11]([Cl:12])=[CH:10][CH:9]=[CH:8][CH:7]=1)=[O:4].[OH:25][S:22]([OH:26])(=[O:24])=[O:23], predict the reactants needed to synthesize it. The reactants are: [CH3:1][O:2][C:3]([C@@H:5]([N:13]1[CH2:21][C:17]2[CH:18]=[CH:19][S:20][C:16]=2[CH2:15][CH2:14]1)[C:6]1[CH:7]=[CH:8][CH:9]=[CH:10][C:11]=1[Cl:12])=[O:4].[S:22](=[O:26])(=[O:25])([OH:24])[OH:23]. (8) Given the product [F:1][C:2]1[CH:7]=[CH:6][C:5]([C:8]2[C:9]([C:10]3[CH:15]=[CH:14][N:13]=[CH:12][N:11]=3)=[C:20]3[CH:21]=[CH:22][CH:23]=[CH:24][N:19]3[N:18]=2)=[CH:4][CH:3]=1, predict the reactants needed to synthesize it. The reactants are: [F:1][C:2]1[CH:7]=[CH:6][C:5]([C:8](=O)[CH2:9][C:10]2[CH:15]=[CH:14][N:13]=[CH:12][N:11]=2)=[CH:4][CH:3]=1.[I-].[NH2:18][N+:19]1[CH:24]=[CH:23][CH:22]=[CH:21][CH:20]=1.C(=O)([O-])[O-].[K+].[K+]. (9) The reactants are: C(O[C:4](=[O:23])[CH:5]([C:13]1[CH:18]=[CH:17][C:16]([O:19][CH3:20])=[CH:15][C:14]=1[O:21][CH3:22])[N:6]1[C:10]([CH:11]=O)=[CH:9][N:8]=[CH:7]1)C.[F:24][C:25]1[CH:32]=[CH:31][C:28]([CH2:29][NH2:30])=[CH:27][CH:26]=1.C(O[BH-](OC(=O)C)OC(=O)C)(=O)C.[Na+]. Given the product [CH3:22][O:21][C:14]1[CH:15]=[C:16]([O:19][CH3:20])[CH:17]=[CH:18][C:13]=1[CH:5]1[N:6]2[CH:7]=[N:8][CH:9]=[C:10]2[CH2:11][N:30]([CH2:29][C:28]2[CH:31]=[CH:32][C:25]([F:24])=[CH:26][CH:27]=2)[C:4]1=[O:23], predict the reactants needed to synthesize it.